This data is from Full USPTO retrosynthesis dataset with 1.9M reactions from patents (1976-2016). The task is: Predict the reactants needed to synthesize the given product. (1) The reactants are: C([NH:4][C:5]1[CH:10]=[CH:9][C:8]([S:11]([N:14]([CH2:30][CH2:31][C:32]2[C:40]3[C:35](=[CH:36][CH:37]=[CH:38][CH:39]=3)[NH:34][CH:33]=2)[CH:15]2[C:23]3[C:18](=[CH:19][C:20](/[CH:24]=[CH:25]/[C:26]([O:28][CH3:29])=[O:27])=[CH:21][CH:22]=3)[CH2:17][CH2:16]2)(=[O:13])=[O:12])=[CH:7][CH:6]=1)(=O)C.Cl. Given the product [NH2:4][C:5]1[CH:6]=[CH:7][C:8]([S:11]([N:14]([CH2:30][CH2:31][C:32]2[C:40]3[C:35](=[CH:36][CH:37]=[CH:38][CH:39]=3)[NH:34][CH:33]=2)[CH:15]2[C:23]3[C:18](=[CH:19][C:20](/[CH:24]=[CH:25]/[C:26]([O:28][CH3:29])=[O:27])=[CH:21][CH:22]=3)[CH2:17][CH2:16]2)(=[O:13])=[O:12])=[CH:9][CH:10]=1, predict the reactants needed to synthesize it. (2) Given the product [C:1]([C:5]1[CH:10]=[C:9]([C:11]([CH3:13])=[CH2:12])[CH:8]=[CH:7][C:6]=1[N:14]1[CH2:19][CH2:18][N:17]([C:20](=[O:26])[C:21]([OH:23])=[O:22])[CH2:16][CH2:15]1)([CH3:2])([CH3:3])[CH3:4], predict the reactants needed to synthesize it. The reactants are: [C:1]([C:5]1[CH:10]=[C:9]([C:11]([CH3:13])=[CH2:12])[CH:8]=[CH:7][C:6]=1[N:14]1[CH2:19][CH2:18][N:17]([C:20](=[O:26])[C:21]([O:23]CC)=[O:22])[CH2:16][CH2:15]1)([CH3:4])([CH3:3])[CH3:2].[OH-].[Li+].Cl. (3) Given the product [F:1][C:2]1[CH:3]=[CH:4][C:5]([S:8]([N:11]([CH2:15][C:16]([NH:31][CH2:30][C:26]2[CH:27]=[CH:28][CH:29]=[C:24]([N:19]3[CH2:23][CH2:22][CH2:21][CH2:20]3)[CH:25]=2)=[O:18])[CH:12]([CH3:13])[CH3:14])(=[O:9])=[O:10])=[CH:6][CH:7]=1, predict the reactants needed to synthesize it. The reactants are: [F:1][C:2]1[CH:7]=[CH:6][C:5]([S:8]([N:11]([CH2:15][C:16]([OH:18])=O)[CH:12]([CH3:14])[CH3:13])(=[O:10])=[O:9])=[CH:4][CH:3]=1.[N:19]1([C:24]2[CH:25]=[C:26]([CH2:30][NH2:31])[CH:27]=[CH:28][CH:29]=2)[CH2:23][CH2:22][CH2:21][CH2:20]1.CN(C(ON1N=NC2C=CC=NC1=2)=[N+](C)C)C.F[P-](F)(F)(F)(F)F.OS([O-])(=O)=O.[K+].